Dataset: Full USPTO retrosynthesis dataset with 1.9M reactions from patents (1976-2016). Task: Predict the reactants needed to synthesize the given product. (1) The reactants are: C1(P(C2CCCCC2)C2C=CC=CC=2C2C=CC=CC=2)CCCCC1.Br[C:27]1[C:36]2[C:31](=[CH:32][CH:33]=[CH:34][CH:35]=2)[CH:30]=[CH:29][C:28]=1[F:37].[C:38]([N:45]1[CH2:50][CH2:49][NH:48][CH2:47][CH2:46]1)([O:40][C:41]([CH3:44])([CH3:43])[CH3:42])=[O:39].CC([O-])(C)C.[Na+]. Given the product [C:41]([O:40][C:38]([N:45]1[CH2:50][CH2:49][N:48]([C:27]2[C:36]3[C:31](=[CH:32][CH:33]=[CH:34][CH:35]=3)[CH:30]=[CH:29][C:28]=2[F:37])[CH2:47][CH2:46]1)=[O:39])([CH3:44])([CH3:42])[CH3:43], predict the reactants needed to synthesize it. (2) Given the product [F:51][C:52]1[CH:57]=[CH:56][C:55]([C@H:58]([NH:60][C:15]([C@H:12]2[CH2:11][CH2:10][C@H:9]([NH:8][C:6](=[O:7])[O:5][C:1]([CH3:2])([CH3:3])[CH3:4])[CH2:14][CH2:13]2)=[O:17])[CH3:59])=[CH:54][CH:53]=1, predict the reactants needed to synthesize it. The reactants are: [C:1]([O:5][C:6]([NH:8][C@H:9]1[CH2:14][CH2:13][C@H:12]([C:15]([OH:17])=O)[CH2:11][CH2:10]1)=[O:7])([CH3:4])([CH3:3])[CH3:2].CN(C(ON1N=NC2C=CC=NC1=2)=[N+](C)C)C.F[P-](F)(F)(F)(F)F.C(N(CC)C(C)C)(C)C.[F:51][C:52]1[CH:57]=[CH:56][C:55]([C@H:58]([NH2:60])[CH3:59])=[CH:54][CH:53]=1. (3) Given the product [CH3:15][O:16][C:17](=[O:30])[CH2:18][C:19]1[CH:24]=[CH:23][C:22]([O:25][CH2:26][CH2:27][CH2:28][O:14][N:13]=[CH:11][C:8]2[CH:7]=[CH:6][C:5]([C:1]([CH3:2])([CH3:3])[CH3:4])=[CH:10][CH:9]=2)=[CH:21][CH:20]=1, predict the reactants needed to synthesize it. The reactants are: [C:1]([C:5]1[CH:10]=[CH:9][C:8]([C:11](=[N:13][OH:14])C)=[CH:7][CH:6]=1)([CH3:4])([CH3:3])[CH3:2].[CH3:15][O:16][C:17](=[O:30])[CH2:18][C:19]1[CH:24]=[CH:23][C:22]([O:25][CH2:26][CH2:27][CH2:28]Br)=[CH:21][CH:20]=1. (4) Given the product [Cl:2][C:3]1[C:8]([Cl:9])=[CH:7][CH:6]=[CH:5][C:4]=1[N:10]1[CH2:15][CH2:14][N:13]([CH2:17][CH2:18][CH2:19][N:20]2[C:24](=[O:25])[C:23]3[C:22](=[CH:29][CH:28]=[CH:27][CH:26]=3)[C:21]2=[O:30])[CH2:12][CH2:11]1, predict the reactants needed to synthesize it. The reactants are: Cl.[Cl:2][C:3]1[C:8]([Cl:9])=[CH:7][CH:6]=[CH:5][C:4]=1[N:10]1[CH2:15][CH2:14][NH:13][CH2:12][CH2:11]1.Br[CH2:17][CH2:18][CH2:19][N:20]1[C:24](=[O:25])[C:23]2=[CH:26][CH:27]=[CH:28][CH:29]=[C:22]2[C:21]1=[O:30].C(=O)([O-])[O-].[K+].[K+]. (5) Given the product [N:11]1([C:2]2[CH:7]=[CH:6][C:5]([NH2:8])=[CH:4][CH:3]=2)[CH:15]=[CH:14][CH:13]=[N:12]1, predict the reactants needed to synthesize it. The reactants are: F[C:2]1[CH:7]=[CH:6][C:5]([N+:8]([O-])=O)=[CH:4][CH:3]=1.[NH:11]1[CH:15]=[CH:14][CH:13]=[N:12]1. (6) The reactants are: [Br:1][CH2:2][C:3]1[CH:8]=[CH:7][C:6]([C:9]2[CH:14]=[CH:13][C:12]([CH2:15][O:16][C:17]3[CH:22]=[CH:21][C:20]([CH:23]4[N:26]([C:27]5[CH:32]=[CH:31][C:30]([F:33])=[CH:29][CH:28]=5)[C:25](=[O:34])[CH:24]4[CH2:35][CH2:36][CH:37]([C:39]4[CH:44]=[CH:43][C:42]([F:45])=[CH:41][CH:40]=4)[OH:38])=[CH:19][CH:18]=3)=[CH:11][CH:10]=2)=[CH:5][CH:4]=1.[CH2:46]1[N:51]2[CH2:52][CH2:53][N:48]([CH2:49][CH2:50]2)[CH2:47]1. Given the product [Br-:1].[F:33][C:30]1[CH:31]=[CH:32][C:27]([N:26]2[C:25](=[O:34])[CH:24]([CH2:35][CH2:36][CH:37]([C:39]3[CH:44]=[CH:43][C:42]([F:45])=[CH:41][CH:40]=3)[OH:38])[CH:23]2[C:20]2[CH:21]=[CH:22][C:17]([O:16][CH2:15][C:12]3[CH:13]=[CH:14][C:9]([C:6]4[CH:5]=[CH:4][C:3]([CH2:2][N+:48]56[CH2:53][CH2:52][N:51]([CH2:50][CH2:49]5)[CH2:46][CH2:47]6)=[CH:8][CH:7]=4)=[CH:10][CH:11]=3)=[CH:18][CH:19]=2)=[CH:28][CH:29]=1, predict the reactants needed to synthesize it. (7) Given the product [CH2:13]([O:20][C:21]([CH:24]1[O:25][CH2:26][C:27]2[C:2]3[C:11]([CH3:12])=[CH:10][CH:9]=[CH:8][C:3]=3[C:4](=[O:5])[O:6][C:7]=2[CH2:29]1)([CH3:23])[CH3:22])[C:14]1[CH:19]=[CH:18][CH:17]=[CH:16][CH:15]=1, predict the reactants needed to synthesize it. The reactants are: Br[C:2]1[C:11]([CH3:12])=[CH:10][CH:9]=[CH:8][C:3]=1[C:4]([O:6][CH3:7])=[O:5].[CH2:13]([O:20][C:21]([CH:24]1[CH2:29]C(=O)[CH2:27][CH2:26][O:25]1)([CH3:23])[CH3:22])[C:14]1[CH:19]=[CH:18][CH:17]=[CH:16][CH:15]=1.CC1(C)C2C(=C(P(C3C=CC=CC=3)C3C=CC=CC=3)C=CC=2)OC2C(P(C3C=CC=CC=3)C3C=CC=CC=3)=CC=CC1=2.C(=O)([O-])[O-].[Cs+].[Cs+].N#N.